From a dataset of Full USPTO retrosynthesis dataset with 1.9M reactions from patents (1976-2016). Predict the reactants needed to synthesize the given product. (1) Given the product [CH2:1]([O:8][CH:9]1[CH2:14][CH2:13][C:12]([NH:20][CH3:19])([C:17]#[N:18])[CH2:11][CH2:10]1)[C:2]1[CH:7]=[CH:6][CH:5]=[CH:4][CH:3]=1, predict the reactants needed to synthesize it. The reactants are: [CH2:1]([O:8][CH:9]1[CH2:14][CH2:13][C:12](=O)[CH2:11][CH2:10]1)[C:2]1[CH:7]=[CH:6][CH:5]=[CH:4][CH:3]=1.Cl.[CH3:17][NH2:18].[C-:19]#[N:20].[Na+].O1CCOCC1. (2) Given the product [Cl:26][CH2:25][CH2:24][CH2:23][O:22][C:19]1[CH:20]=[C:21]2[C:16](=[CH:17][C:18]=1[O:27][CH3:28])[N:15]=[CH:14][N:13]=[C:12]2[S:10][C:6]1[CH:5]=[C:4]([CH:9]=[CH:8][CH:7]=1)[NH2:3], predict the reactants needed to synthesize it. The reactants are: [H-].[Na+].[NH2:3][C:4]1[CH:5]=[C:6]([SH:10])[CH:7]=[CH:8][CH:9]=1.Cl[C:12]1[C:21]2[C:16](=[CH:17][C:18]([O:27][CH3:28])=[C:19]([O:22][CH2:23][CH2:24][CH2:25][Cl:26])[CH:20]=2)[N:15]=[CH:14][N:13]=1. (3) Given the product [C:1]([O:5][C:6](=[O:15])[NH:7][CH2:8][C@@H:9]1[CH2:14][CH2:13][CH2:12][CH2:11][N:10]1[C:24]([C:23]1[CH:27]=[CH:28][CH:29]=[CH:30][C:22]=1[C:20]1[O:19][N:18]=[C:17]([CH3:16])[N:21]=1)=[O:25])([CH3:4])([CH3:2])[CH3:3], predict the reactants needed to synthesize it. The reactants are: [C:1]([O:5][C:6](=[O:15])[NH:7][CH2:8][C@@H:9]1[CH2:14][CH2:13][CH2:12][CH2:11][NH:10]1)([CH3:4])([CH3:3])[CH3:2].[CH3:16][C:17]1[N:21]=[C:20]([C:22]2[CH:30]=[CH:29][CH:28]=[CH:27][C:23]=2[C:24](O)=[O:25])[O:19][N:18]=1.C(N(C(C)C)CC)(C)C.F[P-](F)(F)(F)(F)F.N1(OC(N(C)C)=[N+](C)C)C2N=CC=CC=2N=N1. (4) Given the product [C:1]([O:5][C:6]([N:8]1[CH2:9][CH2:10][CH:11]([C:14]2[N:15]([C@@H:30]3[CH2:35][CH2:34][CH2:33][N:32]([CH3:38])[CH2:31]3)[CH:16]=[C:17]([C:19]3[CH:24]=[CH:23][C:22]([F:25])=[C:21]([C:26]([F:28])([F:27])[F:29])[CH:20]=3)[N:18]=2)[CH2:12][CH2:13]1)=[O:7])([CH3:4])([CH3:2])[CH3:3], predict the reactants needed to synthesize it. The reactants are: [C:1]([O:5][C:6]([N:8]1[CH2:13][CH2:12][CH:11]([C:14]2[N:15]([C@@H:30]3[CH2:35][CH2:34][CH2:33][NH:32][CH2:31]3)[CH:16]=[C:17]([C:19]3[CH:24]=[CH:23][C:22]([F:25])=[C:21]([C:26]([F:29])([F:28])[F:27])[CH:20]=3)[N:18]=2)[CH2:10][CH2:9]1)=[O:7])([CH3:4])([CH3:3])[CH3:2].C=O.[C:38](O[BH-](OC(=O)C)OC(=O)C)(=O)C.[Na+].C1COCC1. (5) Given the product [F:43][C:44]1[C:59]([F:60])=[CH:58][C:47]2[NH:48][C:49]([CH2:51][CH:52]3[CH2:57][CH2:56][CH2:55][CH2:54][N:53]3[C:7]([C:4]3[C:5]([C:39]4[CH:38]=[CH:40][C:21]([F:27])=[CH:20][CH:19]=4)=[CH:6][N:2]([CH3:1])[N:3]=3)=[O:9])=[N:50][C:46]=2[CH:45]=1, predict the reactants needed to synthesize it. The reactants are: [CH3:1][N:2]1[CH:6]=[CH:5][C:4]([C:7]([OH:9])=O)=[N:3]1.CN(C(ON1N=N[C:20]2[CH:21]=CC=N[C:19]1=2)=[N+](C)C)C.[F:27][P-](F)(F)(F)(F)F.C(N(CC)[CH:38]([CH3:40])[CH3:39])(C)C.[F:43][C:44]1[C:59]([F:60])=[CH:58][C:47]2[NH:48][C:49]([CH2:51][CH:52]3[CH2:57][CH2:56][CH2:55][CH2:54][NH:53]3)=[N:50][C:46]=2[CH:45]=1. (6) Given the product [CH2:2]([NH:12][C:13]1[NH:14][C:36]([CH3:38])([CH3:35])[N:26]=[C:16]([N:17]2[CH2:18][C:19]3[C:24](=[CH:23][CH:22]=[CH:21][CH:20]=3)[CH2:25]2)[N:15]=1)[CH2:3][CH2:4][CH2:5][CH2:6][CH2:7][CH2:8][CH2:9][CH2:10][CH3:11], predict the reactants needed to synthesize it. The reactants are: Cl.[CH2:2]([NH:12][C:13]([NH:15][C:16](=[NH:26])[N:17]1[CH2:25][C:24]2[C:19](=[CH:20][CH:21]=[CH:22][CH:23]=2)[CH2:18]1)=[NH:14])[CH2:3][CH2:4][CH2:5][CH2:6][CH2:7][CH2:8][CH2:9][CH2:10][CH3:11].C(O)C.S(=O)(=O)(O)O.[CH3:35][C:36]([CH3:38])=O. (7) Given the product [Br:1][C:2]1[N:7]=[C:6]([C:8]2[CH2:13][CH2:12][CH:11]([N:14]([CH3:16])[CH3:15])[CH2:10][CH:9]=2)[CH:5]=[CH:4][CH:3]=1, predict the reactants needed to synthesize it. The reactants are: [Br:1][C:2]1[N:7]=[C:6]([C:8]2(O)[CH2:13][CH2:12][CH:11]([N:14]([CH3:16])[CH3:15])[CH2:10][CH2:9]2)[CH:5]=[CH:4][CH:3]=1.